Task: Regression. Given two drug SMILES strings and cell line genomic features, predict the synergy score measuring deviation from expected non-interaction effect.. Dataset: Merck oncology drug combination screen with 23,052 pairs across 39 cell lines (1) Drug 1: COC12C(COC(N)=O)C3=C(C(=O)C(C)=C(N)C3=O)N1CC1NC12. Drug 2: N#Cc1ccc(Cn2cncc2CN2CCN(c3cccc(Cl)c3)C(=O)C2)cc1. Cell line: RKO. Synergy scores: synergy=-17.0. (2) Cell line: OVCAR3. Drug 1: C#Cc1cccc(Nc2ncnc3cc(OCCOC)c(OCCOC)cc23)c1. Synergy scores: synergy=-3.76. Drug 2: CCC1(O)C(=O)OCc2c1cc1n(c2=O)Cc2cc3c(CN(C)C)c(O)ccc3nc2-1. (3) Drug 1: CN(Cc1cnc2nc(N)nc(N)c2n1)c1ccc(C(=O)NC(CCC(=O)O)C(=O)O)cc1. Drug 2: CCc1cnn2c(NCc3ccc[n+]([O-])c3)cc(N3CCCCC3CCO)nc12. Cell line: OCUBM. Synergy scores: synergy=-0.584. (4) Drug 1: CC(C)CC(NC(=O)C(Cc1ccccc1)NC(=O)c1cnccn1)B(O)O. Drug 2: Cn1cc(-c2cnn3c(N)c(Br)c(C4CCCNC4)nc23)cn1. Cell line: LNCAP. Synergy scores: synergy=-181. (5) Cell line: NCIH1650. Drug 2: NC1CCCCC1N.O=C(O)C(=O)O.[Pt+2]. Drug 1: O=C(CCCCCCC(=O)Nc1ccccc1)NO. Synergy scores: synergy=6.53. (6) Drug 1: Cn1c(=O)n(-c2ccc(C(C)(C)C#N)cc2)c2c3cc(-c4cnc5ccccc5c4)ccc3ncc21. Drug 2: CNC(=O)c1cc(Oc2ccc(NC(=O)Nc3ccc(Cl)c(C(F)(F)F)c3)cc2)ccn1. Cell line: NCIH520. Synergy scores: synergy=6.26.